Dataset: Forward reaction prediction with 1.9M reactions from USPTO patents (1976-2016). Task: Predict the product of the given reaction. (1) Given the reactants [F:1][C:2]1[CH:3]=[C:4]([CH:14]([NH:16][C:17]([C:19]2[O:20][C:21](Br)=[CH:22][CH:23]=2)=[O:18])[CH3:15])[CH:5]=[C:6]([F:13])[C:7]=1[NH:8][S:9]([CH3:12])(=[O:11])=[O:10].[CH:25]([C:28]1[CH:29]=[C:30]([OH:34])[CH:31]=[CH:32][CH:33]=1)([CH3:27])[CH3:26], predict the reaction product. The product is: [F:1][C:2]1[CH:3]=[C:4]([CH:14]([NH:16][C:17]([C:19]2[O:20][C:21]([O:34][C:30]3[CH:31]=[CH:32][CH:33]=[C:28]([CH:25]([CH3:27])[CH3:26])[CH:29]=3)=[CH:22][CH:23]=2)=[O:18])[CH3:15])[CH:5]=[C:6]([F:13])[C:7]=1[NH:8][S:9]([CH3:12])(=[O:11])=[O:10]. (2) The product is: [CH3:16][O:17][C:18]([C:20]1[N:24]=[C:23]([C:25]2[CH:30]=[CH:29][C:28]([C:58]#[N:59])=[CH:27][N:26]=2)[N:22]([C:32]2[CH:33]=[N:34][C:35]([O:38][CH3:39])=[CH:36][CH:37]=2)[N:21]=1)=[O:19]. Given the reactants FC(F)(F)S(OS(C(F)(F)F)(=O)=O)(=O)=O.[CH3:16][O:17][C:18]([C:20]1[N:24]=[C:23]([C:25]2[CH:30]=[CH:29][C:28](O)=[CH:27][N:26]=2)[N:22]([C:32]2[CH:33]=[N:34][C:35]([O:38][CH3:39])=[CH:36][CH:37]=2)[N:21]=1)=[O:19].C(=O)([O-])O.[Na+].C([Sn]([C:58]#[N:59])(CCCC)CCCC)CCC.[F-].[K+], predict the reaction product. (3) Given the reactants [CH2:8]1[CH:7]2[CH:6]3[CH:10]=[CH:9][CH:8]([CH:6]2[CH:10]=[CH:9]1)[CH2:7]3.[CH:11]([SiH:14]([Cl:16])[Cl:15])([CH3:13])[CH3:12].CCCCCCCCCCCCCCCC, predict the reaction product. The product is: [CH:6]1([Si:14]([CH:11]([CH3:13])[CH3:12])([Cl:16])[Cl:15])[CH2:7][CH2:8][CH:9]=[CH:10]1. (4) Given the reactants [O:1]=[CH:2][C:3]1[CH:11]=[CH:10][C:8]([OH:9])=[C:5]([O:6][CH3:7])[CH:4]=1.C([O-])([O-])=O.[K+].[K+].CS([CH2:22][CH2:23][C:24]1[S:28][CH:27]=[N:26][C:25]=1[CH3:29])(=O)=O.O, predict the reaction product. The product is: [CH3:7][O:6][C:5]1[CH:4]=[C:3]([CH:11]=[CH:10][C:8]=1[O:9][CH2:22][CH2:23][C:24]1[S:28][CH:27]=[N:26][C:25]=1[CH3:29])[CH:2]=[O:1]. (5) Given the reactants [Br:1][C:2]1[CH:3]=[N:4][C:5]([N:8]2[CH2:13][CH2:12][C:11]([CH3:19])([C:14]([O:16]CC)=[O:15])[CH2:10][CH2:9]2)=[N:6][CH:7]=1.Cl, predict the reaction product. The product is: [Br:1][C:2]1[CH:3]=[N:4][C:5]([N:8]2[CH2:13][CH2:12][C:11]([CH3:19])([C:14]([OH:16])=[O:15])[CH2:10][CH2:9]2)=[N:6][CH:7]=1. (6) Given the reactants [Br:1][C:2]1[CH:7]=[CH:6][C:5](I)=[C:4]([O:9][C:10]([F:13])([F:12])[F:11])[CH:3]=1.[CH3:14][CH:15]([CH3:18])[C:16]#[CH:17], predict the reaction product. The product is: [Br:1][C:2]1[CH:7]=[CH:6][C:5]([C:17]#[C:16][CH:15]([CH3:18])[CH3:14])=[C:4]([O:9][C:10]([F:13])([F:12])[F:11])[CH:3]=1. (7) Given the reactants [NH2:1][C:2]1[CH:7]=[C:6]([Br:8])[C:5]([F:9])=[CH:4][C:3]=1[OH:10].[F:11][C:12]1[CH:19]=[C:18]([F:20])[CH:17]=[CH:16][C:13]=1[CH:14]=O.C1(C)C=CC(S(O)(=O)=O)=CC=1.C(N(CC)CC)C, predict the reaction product. The product is: [Br:8][C:6]1[C:5]([F:9])=[CH:4][C:3]([OH:10])=[C:2]([N:1]=[CH:14][C:13]2[CH:16]=[CH:17][C:18]([F:20])=[CH:19][C:12]=2[F:11])[CH:7]=1. (8) Given the reactants C([O:4][C@H:5]1[C@H:10]([O:11]C(=O)C)[C@H:9]([O:15]C(=O)C)[C@@H:8]([CH2:19]/[CH:20]=[CH:21]/[C:22]2[CH:27]=[CH:26][CH:25]=[C:24]([C:28]#[C:29][C@@H:30]3[C@@H:35]([O:36][CH2:37][C:38]4[CH:43]=[CH:42][CH:41]=[CH:40][CH:39]=4)[C@@H:34]([O:44][CH2:45][C:46]4[CH:51]=[CH:50][CH:49]=[CH:48][CH:47]=4)[C@H:33]([O:52][CH2:53][C:54]4[CH:59]=[CH:58][CH:57]=[CH:56][CH:55]=4)[C@@H:32]([CH2:60][O:61][CH2:62][C:63]4[CH:68]=[CH:67][CH:66]=[CH:65][CH:64]=4)[O:31]3)[CH:23]=2)[O:7][C@@H:6]1[CH2:69][O:70]C(=O)C)(=O)C, predict the reaction product. The product is: [OH:70][CH2:69][C@@H:6]1[C@@H:5]([OH:4])[C@H:10]([OH:11])[C@H:9]([OH:15])[C@@H:8]([CH2:19]/[CH:20]=[CH:21]/[C:22]2[CH:27]=[CH:26][CH:25]=[C:24]([C:28]#[C:29][C@@H:30]3[C@@H:35]([O:36][CH2:37][C:38]4[CH:43]=[CH:42][CH:41]=[CH:40][CH:39]=4)[C@@H:34]([O:44][CH2:45][C:46]4[CH:47]=[CH:48][CH:49]=[CH:50][CH:51]=4)[C@H:33]([O:52][CH2:53][C:54]4[CH:55]=[CH:56][CH:57]=[CH:58][CH:59]=4)[C@@H:32]([CH2:60][O:61][CH2:62][C:63]4[CH:68]=[CH:67][CH:66]=[CH:65][CH:64]=4)[O:31]3)[CH:23]=2)[O:7]1. (9) Given the reactants [NH2:1][C:2]1[N:7]([CH3:8])[C:6](=[O:9])[N:5]([CH3:10])[C:4](=[O:11])[CH:3]=1.[N:12]([O-])=[O:13].[Na+], predict the reaction product. The product is: [NH2:1][C:2]1[N:7]([CH3:8])[C:6](=[O:9])[N:5]([CH3:10])[C:4](=[O:11])[C:3]=1[N:12]=[O:13]. (10) Given the reactants C[O:2][C:3](=[O:29])[CH2:4][CH2:5][C:6]1[CH:10]=[C:9]([CH3:11])[N:8]([CH2:12][C:13]2[CH:18]=[C:17]([Cl:19])[CH:16]=[CH:15][C:14]=2[O:20][CH2:21][C:22]2[CH:27]=[CH:26][C:25]([Cl:28])=[CH:24][CH:23]=2)[N:7]=1.[Li+].[OH-], predict the reaction product. The product is: [Cl:19][C:17]1[CH:16]=[CH:15][C:14]([O:20][CH2:21][C:22]2[CH:23]=[CH:24][C:25]([Cl:28])=[CH:26][CH:27]=2)=[C:13]([CH:18]=1)[CH2:12][N:8]1[C:9]([CH3:11])=[CH:10][C:6]([CH2:5][CH2:4][C:3]([OH:29])=[O:2])=[N:7]1.